Predict the reactants needed to synthesize the given product. From a dataset of Full USPTO retrosynthesis dataset with 1.9M reactions from patents (1976-2016). (1) Given the product [ClH:25].[C:1]1([C:7]2[CH:11]=[C:10]([CH2:12][N:13]3[CH2:14][CH2:15][CH:16]([CH2:19][C:20]([OH:22])=[O:21])[CH2:17][CH2:18]3)[O:9][N:8]=2)[CH:2]=[CH:3][CH:4]=[CH:5][CH:6]=1, predict the reactants needed to synthesize it. The reactants are: [C:1]1([C:7]2[CH:11]=[C:10]([CH2:12][N:13]3[CH2:18][CH2:17][CH:16]([CH2:19][C:20]([O:22]CC)=[O:21])[CH2:15][CH2:14]3)[O:9][N:8]=2)[CH:6]=[CH:5][CH:4]=[CH:3][CH:2]=1.[ClH:25]. (2) Given the product [Cl:21][C:22]1[CH:27]=[CH:26][CH:25]=[CH:24][C:23]=1[N:28]1[C:6]([C:2]2[O:1][CH:5]=[CH:4][CH:3]=2)=[CH:7][C:8]([C:9]([F:12])([F:11])[F:10])=[N:29]1, predict the reactants needed to synthesize it. The reactants are: [O:1]1[CH:5]=[CH:4][CH:3]=[C:2]1[C:6](=O)[CH2:7][C:8](=O)[C:9]([F:12])([F:11])[F:10].C([O-])(=O)C.[Na+].Cl.[Cl:21][C:22]1[CH:27]=[CH:26][CH:25]=[CH:24][C:23]=1[NH:28][NH2:29].ClCCl. (3) Given the product [C:36]([O:40][C:17](=[O:26])[NH:14][C:6]1[CH:5]=[CH:4][C:3]([F:11])=[C:2]([Br:1])[N:7]=1)([CH3:39])([CH3:38])[CH3:37], predict the reactants needed to synthesize it. The reactants are: [Br:1][C:2]1[N:7]=[C:6](C(O)=O)[CH:5]=[CH:4][C:3]=1[F:11].C([N:14]([CH2:17]C)CC)C.C1C=CC(P(N=[N+]=[N-])(C2C=CC=CC=2)=[O:26])=CC=1.[C:36]([OH:40])([CH3:39])([CH3:38])[CH3:37].